This data is from Full USPTO retrosynthesis dataset with 1.9M reactions from patents (1976-2016). The task is: Predict the reactants needed to synthesize the given product. (1) Given the product [CH2:1]([O:3][C:4]1[CH:5]=[C:6]2[C:11](=[CH:12][CH:13]=1)[CH2:10][N:9]([C:23](=[O:24])[C:22]([F:33])([F:32])[F:21])[CH2:8][CH2:7]2)[CH3:2], predict the reactants needed to synthesize it. The reactants are: [CH2:1]([O:3][C:4]1[CH:5]=[C:6]2[C:11](=[CH:12][CH:13]=1)[CH2:10][NH:9][CH2:8][CH2:7]2)[CH3:2].C(N(CC)CC)C.[F:21][C:22]([F:33])([F:32])[C:23](O[C:23](=[O:24])[C:22]([F:33])([F:32])[F:21])=[O:24]. (2) The reactants are: [CH3:1][O:2][CH2:3][C:4]1[CH:5]=[C:6]([CH:10]=[CH:11][C:12]=1[N:13]1[CH2:18][CH2:17][CH2:16][CH2:15][CH:14]1[CH3:19])[C:7]([OH:9])=O.[NH2:20][C:21](=[N:39]O)[C:22]1[CH:23]=[C:24]([CH:36]=[CH:37][CH:38]=1)[CH2:25][O:26][CH2:27][CH2:28][C:29]([O:31][C:32]([CH3:35])([CH3:34])[CH3:33])=[O:30]. Given the product [CH3:1][O:2][CH2:3][C:4]1[CH:5]=[C:6]([C:7]2[O:9][N:39]=[C:21]([C:22]3[CH:23]=[C:24]([CH:36]=[CH:37][CH:38]=3)[CH2:25][O:26][CH2:27][CH2:28][C:29]([O:31][C:32]([CH3:35])([CH3:33])[CH3:34])=[O:30])[N:20]=2)[CH:10]=[CH:11][C:12]=1[N:13]1[CH2:18][CH2:17][CH2:16][CH2:15][CH:14]1[CH3:19], predict the reactants needed to synthesize it. (3) Given the product [CH3:32][S:33]([O:20][CH2:19][CH2:18][C:15]1[CH:14]=[CH:13][C:12]([N:7]2[C:6]3[CH:21]=[C:2]([Cl:1])[C:3]([C:22]([NH2:24])=[O:23])=[CH:4][C:5]=3[N:9]=[C:8]2[CH2:10][CH3:11])=[CH:17][CH:16]=1)(=[O:35])=[O:34], predict the reactants needed to synthesize it. The reactants are: [Cl:1][C:2]1[C:3]([C:22]([NH2:24])=[O:23])=[CH:4][C:5]2[N:9]=[C:8]([CH2:10][CH3:11])[N:7]([C:12]3[CH:17]=[CH:16][C:15]([CH2:18][CH2:19][OH:20])=[CH:14][CH:13]=3)[C:6]=2[CH:21]=1.C(N(CC)CC)C.[CH3:32][S:33](Cl)(=[O:35])=[O:34].O. (4) The reactants are: [OH:1][C:2]1[CH:7]=[CH:6][C:5]([C:8](=[O:23])[CH:9]=[CH:10][C:11]2[CH:16]=[C:15]([O:17][CH3:18])[C:14]([O:19][CH3:20])=[C:13]([O:21][CH3:22])[CH:12]=2)=[CH:4][CH:3]=1.[CH3:24][N:25]([C:29]1[CH:34]=[CH:33][CH:32]=[CH:31][CH:30]=1)[C:26](Cl)=[O:27]. Given the product [CH3:22][O:21][C:13]1[CH:12]=[C:11]([CH:10]=[CH:9][C:8]([C:5]2[CH:6]=[CH:7][C:2]([O:1][C:26](=[O:27])[N:25]([CH3:24])[C:29]3[CH:34]=[CH:33][CH:32]=[CH:31][CH:30]=3)=[CH:3][CH:4]=2)=[O:23])[CH:16]=[C:15]([O:17][CH3:18])[C:14]=1[O:19][CH3:20], predict the reactants needed to synthesize it. (5) The reactants are: [N:1]1[CH:6]=[CH:5][C:4]([CH:7]=O)=[CH:3][CH:2]=1.C([N:11]([CH2:14][CH3:15])CC)C.O.[NH2:17]N.C(O[C:23](=[O:25])[CH3:24])(=O)C.OS(O)(=O)=O.[CH2:31]1[CH2:35]O[CH2:33][CH2:32]1. Given the product [N:1]1[CH:2]=[CH:3][C:4]([CH2:7][C:14]2[C:15]3[C:24](=[CH:33][CH:32]=[CH:31][CH:35]=3)[C:23](=[O:25])[NH:17][N:11]=2)=[CH:5][CH:6]=1, predict the reactants needed to synthesize it.